Dataset: NCI-60 drug combinations with 297,098 pairs across 59 cell lines. Task: Regression. Given two drug SMILES strings and cell line genomic features, predict the synergy score measuring deviation from expected non-interaction effect. (1) Drug 1: COC1=CC(=CC(=C1O)OC)C2C3C(COC3=O)C(C4=CC5=C(C=C24)OCO5)OC6C(C(C7C(O6)COC(O7)C8=CC=CS8)O)O. Drug 2: CCC1=C2CN3C(=CC4=C(C3=O)COC(=O)C4(CC)O)C2=NC5=C1C=C(C=C5)O. Cell line: SK-MEL-2. Synergy scores: CSS=54.4, Synergy_ZIP=-1.16, Synergy_Bliss=0.769, Synergy_Loewe=4.50, Synergy_HSA=4.62. (2) Drug 1: CC=C1C(=O)NC(C(=O)OC2CC(=O)NC(C(=O)NC(CSSCCC=C2)C(=O)N1)C(C)C)C(C)C. Drug 2: C1CNP(=O)(OC1)N(CCCl)CCCl. Cell line: COLO 205. Synergy scores: CSS=66.0, Synergy_ZIP=1.06, Synergy_Bliss=-5.40, Synergy_Loewe=-67.1, Synergy_HSA=-7.09.